Dataset: Forward reaction prediction with 1.9M reactions from USPTO patents (1976-2016). Task: Predict the product of the given reaction. (1) Given the reactants Br[C:2]1[CH:3]=[CH:4][C:5]([O:8][CH3:9])=[N:6][CH:7]=1.[Li]C(C)(C)C.[Cl:15][C:16]1[CH:33]=[CH:32][C:19]([CH2:20][N:21]2[C:29]3[C:24](=[CH:25][CH:26]=[CH:27][CH:28]=3)[C:23](=[O:30])[C:22]2=[O:31])=[CH:18][CH:17]=1, predict the reaction product. The product is: [Cl:15][C:16]1[CH:17]=[CH:18][C:19]([CH2:20][N:21]2[C:29]3[C:24](=[CH:25][CH:26]=[CH:27][CH:28]=3)[C:23]([OH:30])([C:2]3[CH:7]=[N:6][C:5]([O:8][CH3:9])=[CH:4][CH:3]=3)[C:22]2=[O:31])=[CH:32][CH:33]=1. (2) The product is: [CH3:1][S:2]([O:5][CH2:6][CH2:7][N:8]1[CH2:12][CH2:11][CH2:15][C:9]1=[O:13])(=[O:4])=[O:3]. Given the reactants [CH3:1][S:2]([O:5][CH2:6][CH2:7][N:8]1[CH2:12][CH2:11]N[C:9]1=[O:13])(=[O:4])=[O:3].O[CH2:15]CN1CCCC1=O, predict the reaction product. (3) Given the reactants [CH3:1][O:2][C:3](=[O:17])/[CH:4]=[C:5](\[NH:7][C:8]1[CH:13]=[CH:12][C:11]([N+:14]([O-:16])=[O:15])=[CH:10][CH:9]=1)/[CH3:6].[C:18](#[N:25])[C:19]1[CH:24]=[CH:23][CH:22]=[CH:21][CH:20]=1, predict the reaction product. The product is: [CH3:1][O:2][C:3]([C:4]1[C:18]([C:19]2[CH:24]=[CH:23][CH:22]=[CH:21][CH:20]=2)=[N:25][N:7]([C:8]2[CH:13]=[CH:12][C:11]([N+:14]([O-:16])=[O:15])=[CH:10][CH:9]=2)[C:5]=1[CH3:6])=[O:17]. (4) Given the reactants Br[C:2]1[C:3](=[O:10])[N:4]([CH3:9])[CH:5]=[C:6]([Br:8])[N:7]=1.[C:11]1([NH2:18])[CH:16]=[CH:15][CH:14]=[C:13]([NH2:17])[CH:12]=1.C(N(CC)CC)C, predict the reaction product. The product is: [NH2:17][C:13]1[CH:12]=[C:11]([NH:18][C:2]2[C:3](=[O:10])[N:4]([CH3:9])[CH:5]=[C:6]([Br:8])[N:7]=2)[CH:16]=[CH:15][CH:14]=1. (5) The product is: [F:1][C:2]1[C:7]([F:8])=[CH:6][CH:5]=[CH:4][C:3]=1[C:9]1[CH:10]=[N:11][O:12][C:13]=1[C:14]1[C:22]2[C:17](=[N:18][CH:19]=[C:20]([C:23]3[CH2:28][CH2:27][CH:26]([NH:29][S:40]([CH3:43])(=[O:41])=[O:39])[CH2:25][CH:24]=3)[CH:21]=2)[NH:16][CH:15]=1. Given the reactants [F:1][C:2]1[C:7]([F:8])=[CH:6][CH:5]=[CH:4][C:3]=1[C:9]1[CH:10]=[N:11][O:12][C:13]=1[C:14]1[C:22]2[C:17](=[N:18][CH:19]=[C:20]([C:23]3[CH2:28][CH2:27][CH:26]([NH2:29])[CH2:25][CH:24]=3)[CH:21]=2)[NH:16][CH:15]=1.N1([O:39][S:40]([CH3:43])(=O)=[O:41])C2C=CC=CC=2N=N1.C(O)(C(F)(F)F)=O, predict the reaction product. (6) The product is: [C:42]([C:40]1[N:41]=[C:37]([CH2:36][N:33]2[N:32]=[C:31]([NH:30][C:9]([C:7]3[N:8]=[C:4]([CH3:3])[O:5][C:6]=3[C:12]3[CH:13]=[C:14]([CH3:18])[CH:15]=[CH:16][CH:17]=3)=[O:11])[CH:35]=[N:34]2)[O:38][CH:39]=1)(=[O:44])[CH3:43]. Given the reactants N#N.[CH3:3][C:4]1[O:5][C:6]([C:12]2[CH:13]=[C:14]([CH3:18])[CH:15]=[CH:16][CH:17]=2)=[C:7]([C:9]([OH:11])=O)[N:8]=1.CN(C=O)C.C(Cl)(=O)C(Cl)=O.[NH2:30][C:31]1[CH:35]=[N:34][N:33]([CH2:36][C:37]2[O:38][CH:39]=[C:40]([C:42](=[O:44])[CH3:43])[N:41]=2)[N:32]=1.CCN(C(C)C)C(C)C, predict the reaction product. (7) Given the reactants Cl[C:2]1[C:3]2[C:10]3[CH2:11][CH2:12][C@H:13]([C:15]([O:17][CH2:18][CH3:19])=[O:16])[CH2:14][C:9]=3[S:8][C:4]=2[N:5]=[CH:6][N:7]=1.[NH:20]1[C:24]2=[CH:25][N:26]=[C:27]([NH2:29])[CH:28]=[C:23]2[CH:22]=[N:21]1, predict the reaction product. The product is: [NH:20]1[C:24]2=[CH:25][N:26]=[C:27]([NH:29][C:2]3[C:3]4[C:10]5[CH2:11][CH2:12][C@H:13]([C:15]([O:17][CH2:18][CH3:19])=[O:16])[CH2:14][C:9]=5[S:8][C:4]=4[N:5]=[CH:6][N:7]=3)[CH:28]=[C:23]2[CH:22]=[N:21]1.